Task: Predict the reaction yield, written as a fraction of the theoretical maximum amount of product (1.0 means a 100% yield; for example, 0.34 means a 34% yield).. Dataset: Reaction yield outcomes from USPTO patents with 853,638 reactions (1) No catalyst specified. The yield is 0.510. The reactants are O.[NH2:2][NH2:3].[Cl:4][C:5]1[N:10]=[C:9]([C:11]([O:13][CH3:14])=[O:12])[CH:8]=[C:7](Cl)[N:6]=1. The product is [Cl:4][C:5]1[N:10]=[C:9]([C:11]([O:13][CH3:14])=[O:12])[CH:8]=[C:7]([NH:2][NH2:3])[N:6]=1. (2) The reactants are [CH3:1][O:2][C@@H:3]([C@@H:21]1[CH2:25][CH2:24][CH2:23][N:22]1[C:26](=[O:45])[CH2:27][C@@H:28]([O:43][CH3:44])[C@@H:29]([N:34]([CH3:42])[C:35](=[O:41])[C@H:36]([CH:38]([CH3:40])[CH3:39])[NH2:37])[C@@H:30]([CH3:33])[CH2:31][CH3:32])[C@@H:4]([CH3:20])[C:5]([NH:7][C@H:8]([C:16]([O:18][CH3:19])=[O:17])[CH2:9][C:10]1[CH:15]=[CH:14][CH:13]=[CH:12][CH:11]=1)=[O:6].C1C2C(COC([NH:63][C@:64]([C:68](O)=[O:69])([CH3:67])[CH2:65][CH3:66])=O)C3C(=CC=CC=3)C=2C=CC=1.CCN(C(C)C)C(C)C.CN(C(ON1N=NC2C=CC=NC1=2)=[N+](C)C)C.F[P-](F)(F)(F)(F)F.C(NCC)C. The catalyst is ClCCl. The product is [NH2:63][C@:64]([C:68]([NH:37][C@H:36]([C:35]([N:34]([C@@H:29]([C@@H:30]([CH3:33])[CH2:31][CH3:32])[C@H:28]([O:43][CH3:44])[CH2:27][C:26]([N:22]1[CH2:23][CH2:24][CH2:25][C@H:21]1[C@H:3]([O:2][CH3:1])[C@@H:4]([CH3:20])[C:5]([NH:7][C@@H:8]([CH2:9][C:10]1[CH:11]=[CH:12][CH:13]=[CH:14][CH:15]=1)[C:16]([O:18][CH3:19])=[O:17])=[O:6])=[O:45])[CH3:42])=[O:41])[CH:38]([CH3:39])[CH3:40])=[O:69])([CH3:67])[CH2:65][CH3:66]. The yield is 0.350.